From a dataset of Full USPTO retrosynthesis dataset with 1.9M reactions from patents (1976-2016). Predict the reactants needed to synthesize the given product. (1) The reactants are: C1(S([N:10]2[C:14]3=[CH:15][N:16]=[CH:17][C:18]([C:19]4[N:20]=[C:21]([N:41]5[CH2:46][CH2:45][O:44][CH2:43][CH2:42]5)[C:22]5[S:27][C:26]([CH2:28][N:29]6[CH2:34][CH2:33][N:32]([C:35]([CH3:40])([CH3:39])[C:36]([NH2:38])=[O:37])[CH2:31][CH2:30]6)=[CH:25][C:23]=5[N:24]=4)=[C:13]3[CH:12]=[C:11]2[CH3:47])(=O)=O)C=CC=CC=1. Given the product [CH3:40][C:35]([N:32]1[CH2:31][CH2:30][N:29]([CH2:28][C:26]2[S:27][C:22]3[C:21]([N:41]4[CH2:46][CH2:45][O:44][CH2:43][CH2:42]4)=[N:20][C:19]([C:18]4[CH:17]=[N:16][CH:15]=[C:14]5[NH:10][C:11]([CH3:47])=[CH:12][C:13]=45)=[N:24][C:23]=3[CH:25]=2)[CH2:34][CH2:33]1)([CH3:39])[C:36]([NH2:38])=[O:37], predict the reactants needed to synthesize it. (2) Given the product [CH2:19]([O:1][C:2]1[CH:3]=[CH:4][C:5]2[S:10][C:9]([C:11]3[CH:16]=[CH:15][CH:14]=[CH:13][N:12]=3)=[N:8][C:7](=[O:17])[C:6]=2[CH:18]=1)[C:20]1[CH:25]=[CH:24][CH:23]=[CH:22][CH:21]=1, predict the reactants needed to synthesize it. The reactants are: [OH:1][C:2]1[CH:3]=[CH:4][C:5]2[S:10][C:9]([C:11]3[CH:16]=[CH:15][CH:14]=[CH:13][N:12]=3)=[N:8][C:7](=[O:17])[C:6]=2[CH:18]=1.[CH2:19](Br)[C:20]1[CH:25]=[CH:24][CH:23]=[CH:22][CH:21]=1.C(=O)([O-])[O-].[K+].[K+].CN(C=O)C.